This data is from Full USPTO retrosynthesis dataset with 1.9M reactions from patents (1976-2016). The task is: Predict the reactants needed to synthesize the given product. Given the product [CH3:16][N:17]1[C:18](=[O:39])[N:19]([CH3:38])[C:20](=[O:37])[C:21]2[C:22]1=[C:23]1[N:24]([C:30]=2[C:31]2[CH:36]=[CH:35][CH:34]=[CH:33][CH:32]=2)[NH:25][CH2:26][CH:27]=[C:28]1[O:6][S:3]([C:2]([F:15])([F:14])[F:1])(=[O:5])=[O:4], predict the reactants needed to synthesize it. The reactants are: [F:1][C:2]([F:15])([F:14])[S:3]([O:6]S(C(F)(F)F)(=O)=O)(=[O:5])=[O:4].[CH3:16][N:17]1[C:22]2=[C:23]3[C:28](=O)[CH2:27][CH2:26][NH:25][N:24]3[C:30]([C:31]3[CH:36]=[CH:35][CH:34]=[CH:33][CH:32]=3)=[C:21]2[C:20](=[O:37])[N:19]([CH3:38])[C:18]1=[O:39].N1C(C)=CC=CC=1C.